This data is from Forward reaction prediction with 1.9M reactions from USPTO patents (1976-2016). The task is: Predict the product of the given reaction. (1) Given the reactants [CH2:1]([N:8]1[C:16]2[C:11](=[CH:12][CH:13]=[C:14]([CH2:17][OH:18])[CH:15]=2)[C:10]([C:19]([NH:21][CH2:22][C:23]2[CH:28]=[CH:27][C:26]([F:29])=[C:25]([F:30])[CH:24]=2)=[O:20])=[C:9]1[CH:31]([CH3:33])[CH3:32])[C:2]1[CH:7]=[CH:6][CH:5]=[CH:4][CH:3]=1.C[N+]1([O-])CCOCC1, predict the reaction product. The product is: [CH2:1]([N:8]1[C:16]2[C:11](=[CH:12][CH:13]=[C:14]([CH:17]=[O:18])[CH:15]=2)[C:10]([C:19]([NH:21][CH2:22][C:23]2[CH:28]=[CH:27][C:26]([F:29])=[C:25]([F:30])[CH:24]=2)=[O:20])=[C:9]1[CH:31]([CH3:33])[CH3:32])[C:2]1[CH:7]=[CH:6][CH:5]=[CH:4][CH:3]=1. (2) Given the reactants [OH:1][C:2]([CH3:35])([CH3:34])[CH2:3][C@@:4]1([C:28]2[CH:33]=[CH:32][CH:31]=[CH:30][CH:29]=2)[O:9][C:8](=[O:10])[N:7]([C@H:11]([C:13]2[CH:18]=[CH:17][C:16](B3OC(C)(C)C(C)(C)O3)=[CH:15][CH:14]=2)[CH3:12])[CH2:6][CH2:5]1.Br[C:37]1[CH:38]=[N:39][C:40]([N:43]2[CH:47]=[C:46]([CH3:48])[N:45]=[C:44]2[CH3:49])=[N:41][CH:42]=1, predict the reaction product. The product is: [CH3:49][C:44]1[N:43]([C:40]2[N:39]=[CH:38][C:37]([C:16]3[CH:15]=[CH:14][C:13]([C@@H:11]([N:7]4[CH2:6][CH2:5][C@:4]([CH2:3][C:2]([OH:1])([CH3:34])[CH3:35])([C:28]5[CH:33]=[CH:32][CH:31]=[CH:30][CH:29]=5)[O:9][C:8]4=[O:10])[CH3:12])=[CH:18][CH:17]=3)=[CH:42][N:41]=2)[CH:47]=[C:46]([CH3:48])[N:45]=1.